Dataset: Reaction yield outcomes from USPTO patents with 853,638 reactions. Task: Predict the reaction yield, written as a fraction of the theoretical maximum amount of product (1.0 means a 100% yield; for example, 0.34 means a 34% yield). The reactants are Br[C:2]1[CH:3]=[CH:4][CH:5]=[C:6]2[C:10]=1[N:9]([CH2:11][C:12]1[CH:13]=[C:14]([CH:19]=[CH:20][CH:21]=1)[C:15]([O:17]C)=[O:16])[C:8]([C:22]([F:25])([F:24])[F:23])=[C:7]2[CH2:26][CH2:27][CH2:28][O:29][C:30]1[CH:35]=[C:34]([CH3:36])[C:33]([Cl:37])=[C:32]([CH3:38])[CH:31]=1.[CH3:39][N:40]1[C:44]([CH3:45])=[C:43](B2OC(C)(C)C(C)(C)O2)[C:42]([CH3:55])=[N:41]1. No catalyst specified. The product is [Cl:37][C:33]1[C:32]([CH3:38])=[CH:31][C:30]([O:29][CH2:28][CH2:27][CH2:26][C:7]2[C:6]3[C:10](=[C:2]([C:43]4[C:42]([CH3:55])=[N:41][N:40]([CH3:39])[C:44]=4[CH3:45])[CH:3]=[CH:4][CH:5]=3)[N:9]([CH2:11][C:12]3[CH:13]=[C:14]([CH:19]=[CH:20][CH:21]=3)[C:15]([OH:17])=[O:16])[C:8]=2[C:22]([F:25])([F:24])[F:23])=[CH:35][C:34]=1[CH3:36]. The yield is 0.900.